The task is: Regression. Given two drug SMILES strings and cell line genomic features, predict the synergy score measuring deviation from expected non-interaction effect.. This data is from NCI-60 drug combinations with 297,098 pairs across 59 cell lines. (1) Drug 1: C1CC(C1)(C(=O)O)C(=O)O.[NH2-].[NH2-].[Pt+2]. Drug 2: CC1CCC2CC(C(=CC=CC=CC(CC(C(=O)C(C(C(=CC(C(=O)CC(OC(=O)C3CCCCN3C(=O)C(=O)C1(O2)O)C(C)CC4CCC(C(C4)OC)OCCO)C)C)O)OC)C)C)C)OC. Cell line: NCI/ADR-RES. Synergy scores: CSS=-5.09, Synergy_ZIP=4.06, Synergy_Bliss=4.52, Synergy_Loewe=-5.77, Synergy_HSA=-3.70. (2) Drug 1: CCC1(C2=C(COC1=O)C(=O)N3CC4=CC5=C(C=CC(=C5CN(C)C)O)N=C4C3=C2)O.Cl. Drug 2: C1CCC(C(C1)N)N.C(=O)(C(=O)[O-])[O-].[Pt+4]. Cell line: KM12. Synergy scores: CSS=35.2, Synergy_ZIP=-10.2, Synergy_Bliss=-2.03, Synergy_Loewe=-29.3, Synergy_HSA=0.233. (3) Drug 1: C1CCC(C1)C(CC#N)N2C=C(C=N2)C3=C4C=CNC4=NC=N3. Drug 2: CS(=O)(=O)OCCCCOS(=O)(=O)C. Cell line: HCT-15. Synergy scores: CSS=-3.42, Synergy_ZIP=0.929, Synergy_Bliss=-2.50, Synergy_Loewe=-8.81, Synergy_HSA=-7.85. (4) Drug 1: C1=CC(=CC=C1CCCC(=O)O)N(CCCl)CCCl. Cell line: COLO 205. Synergy scores: CSS=44.7, Synergy_ZIP=-5.58, Synergy_Bliss=-3.42, Synergy_Loewe=-1.98, Synergy_HSA=1.02. Drug 2: C1CCC(C(C1)N)N.C(=O)(C(=O)[O-])[O-].[Pt+4]. (5) Drug 2: CS(=O)(=O)CCNCC1=CC=C(O1)C2=CC3=C(C=C2)N=CN=C3NC4=CC(=C(C=C4)OCC5=CC(=CC=C5)F)Cl. Cell line: MDA-MB-435. Synergy scores: CSS=22.3, Synergy_ZIP=1.03, Synergy_Bliss=3.36, Synergy_Loewe=-17.0, Synergy_HSA=0.877. Drug 1: CC1C(C(=O)NC(C(=O)N2CCCC2C(=O)N(CC(=O)N(C(C(=O)O1)C(C)C)C)C)C(C)C)NC(=O)C3=C4C(=C(C=C3)C)OC5=C(C(=O)C(=C(C5=N4)C(=O)NC6C(OC(=O)C(N(C(=O)CN(C(=O)C7CCCN7C(=O)C(NC6=O)C(C)C)C)C)C(C)C)C)N)C. (6) Drug 1: C1=NC(=NC(=O)N1C2C(C(C(O2)CO)O)O)N. Drug 2: CC1=C(C(=CC=C1)Cl)NC(=O)C2=CN=C(S2)NC3=CC(=NC(=N3)C)N4CCN(CC4)CCO. Cell line: SW-620. Synergy scores: CSS=30.0, Synergy_ZIP=-8.13, Synergy_Bliss=-0.704, Synergy_Loewe=0.575, Synergy_HSA=0.948.